Regression/Classification. Given a drug SMILES string, predict its absorption, distribution, metabolism, or excretion properties. Task type varies by dataset: regression for continuous measurements (e.g., permeability, clearance, half-life) or binary classification for categorical outcomes (e.g., BBB penetration, CYP inhibition). Dataset: cyp2d6_veith. From a dataset of CYP2D6 inhibition data for predicting drug metabolism from PubChem BioAssay. (1) The drug is CC(C)(C)c1ccc(OCC(=O)NNC(=O)Cc2cccs2)cc1. The result is 0 (non-inhibitor). (2) The drug is Clc1ccc(-c2csc(N3CCC(c4ccccc4)C3)n2)cc1. The result is 0 (non-inhibitor). (3) The molecule is CC(=O)c1ccc(OC(=O)C2c3ccccc3Oc3ccccc32)cc1. The result is 0 (non-inhibitor). (4) The molecule is Cc1ccccc1OCC(=O)Nc1sc(C(=O)Nc2cccc(C)c2C)c(C)c1C#N. The result is 0 (non-inhibitor). (5) The drug is CN1C(=O)CCS(=O)(=O)[C@H]1c1ccc(Cl)cc1. The result is 0 (non-inhibitor). (6) The compound is CCCc1nnc(NC(=O)Cn2cnc3ccccc3c2=O)s1. The result is 0 (non-inhibitor).